Predict the reaction yield, written as a fraction of the theoretical maximum amount of product (1.0 means a 100% yield; for example, 0.34 means a 34% yield). From a dataset of Reaction yield outcomes from USPTO patents with 853,638 reactions. The reactants are [CH:1](NC(C)C)(C)C.C([Li])CCC.[Cl:13][C:14]1[CH:19]=[CH:18][C:17]([CH2:20][C:21]([O:23][CH3:24])=[O:22])=[CH:16][C:15]=1[C:25]([F:28])([F:27])[F:26].CI.Cl. The catalyst is C1COCC1. The product is [Cl:13][C:14]1[CH:19]=[CH:18][C:17]([CH:20]([CH3:1])[C:21]([O:23][CH3:24])=[O:22])=[CH:16][C:15]=1[C:25]([F:26])([F:27])[F:28]. The yield is 0.720.